This data is from Reaction yield outcomes from USPTO patents with 853,638 reactions. The task is: Predict the reaction yield, written as a fraction of the theoretical maximum amount of product (1.0 means a 100% yield; for example, 0.34 means a 34% yield). (1) The product is [ClH:1].[Cl:1][C:2]1[N:7]=[N:6][C:5]([O:8][CH2:9][CH:10]2[CH2:15][CH2:14][NH:13][CH2:12][CH2:11]2)=[CH:4][CH:3]=1. The reactants are [Cl:1][C:2]1[N:7]=[N:6][C:5]([O:8][CH2:9][CH:10]2[CH2:15][CH2:14][N:13](C(OC(C)(C)C)=O)[CH2:12][CH2:11]2)=[CH:4][CH:3]=1.O1CCOCC1. The catalyst is CO. The yield is 0.850. (2) The reactants are [CH3:1][N:2]([CH3:20])[CH2:3][CH2:4][CH2:5][O:6][C:7]1[CH:12]=[CH:11][C:10]([NH2:13])=[CH:9][C:8]=1[C:14]1[N:15]([CH3:19])[N:16]=[CH:17][CH:18]=1.[Cl:21][C:22]1[CH:27]=[CH:26][CH:25]=[CH:24][C:23]=1[N:28]=[C:29]=[O:30]. The catalyst is C(Cl)Cl. The product is [Cl:21][C:22]1[CH:27]=[CH:26][CH:25]=[CH:24][C:23]=1[NH:28][C:29]([NH:13][C:10]1[CH:11]=[CH:12][C:7]([O:6][CH2:5][CH2:4][CH2:3][N:2]([CH3:1])[CH3:20])=[C:8]([C:14]2[N:15]([CH3:19])[N:16]=[CH:17][CH:18]=2)[CH:9]=1)=[O:30]. The yield is 0.950. (3) The reactants are [CH3:1][O:2][C:3]1[C:8]([C:9](=O)[CH2:10][C:11]([O:13][CH2:14][CH3:15])=[O:12])=[CH:7][CH:6]=[C:5]([O:17][CH3:18])[N:4]=1.[NH2:19][CH2:20][CH2:21][OH:22].C(O)(=O)C. The catalyst is CCO. The product is [CH3:1][O:2][C:3]1[C:8](/[C:9](/[NH:19][CH2:20][CH2:21][OH:22])=[CH:10]/[C:11]([O:13][CH2:14][CH3:15])=[O:12])=[CH:7][CH:6]=[C:5]([O:17][CH3:18])[N:4]=1. The yield is 0.980. (4) The reactants are [Cl:1][C:2]1[CH:7]=[CH:6][C:5]([C:8]2[N:12]=[C:11]([NH2:13])[NH:10][N:9]=2)=[CH:4][CH:3]=1.CC1C=CC(S(O)(=O)=O)=CC=1.[O:25]1[C:29]2[CH:30]=[CH:31][C:32]([C:34](=O)[CH2:35][C:36](OCC)=[O:37])=[CH:33][C:28]=2[O:27][CH2:26]1. The catalyst is C1(OC2C=CC=CC=2)C=CC=CC=1. The product is [O:25]1[C:29]2[CH:30]=[CH:31][C:32]([C:34]3[NH:13][C:11]4[N:10]([N:9]=[C:8]([C:5]5[CH:4]=[CH:3][C:2]([Cl:1])=[CH:7][CH:6]=5)[N:12]=4)[C:36](=[O:37])[CH:35]=3)=[CH:33][C:28]=2[O:27][CH2:26]1. The yield is 0.240. (5) The catalyst is C(OCC)(=O)C. The yield is 0.450. The reactants are [Cl-].O[NH3+:3].[C:4](=[O:7])([O-])[OH:5].[Na+].CS(C)=O.[CH3:13][O:14][C:15]1[CH:50]=[C:49]([O:51][CH3:52])[CH:48]=[CH:47][C:16]=1[CH2:17][N:18]1[C:23](=[O:24])[C:22]([CH2:25][C:26]2[CH:31]=[CH:30][C:29]([C:32]3[C:33]([C:38]#[N:39])=[CH:34][CH:35]=[CH:36][CH:37]=3)=[CH:28][C:27]=2[F:40])=[C:21]([CH2:41][CH2:42][CH3:43])[N:20]2[N:44]=[CH:45][N:46]=[C:19]12. The product is [CH3:13][O:14][C:15]1[CH:50]=[C:49]([O:51][CH3:52])[CH:48]=[CH:47][C:16]=1[CH2:17][N:18]1[C:23](=[O:24])[C:22]([CH2:25][C:26]2[CH:31]=[CH:30][C:29]([C:32]3[CH:37]=[CH:36][CH:35]=[CH:34][C:33]=3[C:38]3[NH:3][C:4](=[O:7])[O:5][N:39]=3)=[CH:28][C:27]=2[F:40])=[C:21]([CH2:41][CH2:42][CH3:43])[N:20]2[N:44]=[CH:45][N:46]=[C:19]12. (6) The reactants are C(OC([N:11]1[CH2:16][CH2:15][CH:14]([C:17]2[NH:18][C:19]([C:31]3[CH:36]=[CH:35][CH:34]=[C:33]([CH3:37])[N:32]=3)=[C:20]([C:22]3[CH:30]=[CH:29][C:25]4[O:26][CH2:27][O:28][C:24]=4[CH:23]=3)[N:21]=2)[CH2:13][CH2:12]1)=O)C1C=CC=CC=1. The catalyst is [Pd].CO. The product is [O:26]1[C:25]2[CH:29]=[CH:30][C:22]([C:20]3[N:21]=[C:17]([CH:14]4[CH2:13][CH2:12][NH:11][CH2:16][CH2:15]4)[NH:18][C:19]=3[C:31]3[CH:36]=[CH:35][CH:34]=[C:33]([CH3:37])[N:32]=3)=[CH:23][C:24]=2[O:28][CH2:27]1. The yield is 0.970. (7) The reactants are [C:1]([C:4]1[CH:9]=[CH:8][C:7]([NH:10][C:11]([C:13]2[N:14](COCC[Si](C)(C)C)[CH:15]=[C:16]([C:18]#[N:19])[N:17]=2)=[O:12])=[C:6]([C:28]2[CH2:33][CH2:32][C:31]([CH3:35])([CH3:34])[CH2:30][CH:29]=2)[CH:5]=1)(=[O:3])[CH3:2].CCO.C(O)(C(F)(F)F)=O. The catalyst is C(Cl)Cl.CO. The product is [C:1]([C:4]1[CH:9]=[CH:8][C:7]([NH:10][C:11]([C:13]2[NH:14][CH:15]=[C:16]([C:18]#[N:19])[N:17]=2)=[O:12])=[C:6]([C:28]2[CH2:33][CH2:32][C:31]([CH3:35])([CH3:34])[CH2:30][CH:29]=2)[CH:5]=1)(=[O:3])[CH3:2]. The yield is 1.00. (8) The reactants are [N:1]1([CH2:10][C:11]2[CH:19]=[CH:18][C:14]([C:15]([OH:17])=O)=[CH:13][CH:12]=2)[C:5]2[CH:6]=[CH:7][CH:8]=[CH:9][C:4]=2[N:3]=[CH:2]1.[N:20]1[CH:25]=[CH:24][N:23]=[CH:22][C:21]=1[NH2:26]. No catalyst specified. The product is [N:1]1([CH2:10][C:11]2[CH:12]=[CH:13][C:14]([C:15]([NH:26][C:21]3[CH:22]=[N:23][CH:24]=[CH:25][N:20]=3)=[O:17])=[CH:18][CH:19]=2)[C:5]2[CH:6]=[CH:7][CH:8]=[CH:9][C:4]=2[N:3]=[CH:2]1. The yield is 0.600. (9) The reactants are [Br:1][C:2]1[CH:3]=[CH:4][C:5]([O:9][CH2:10][CH2:11][N:12]([CH3:14])[CH3:13])=[C:6]([CH:8]=1)[NH2:7].[CH3:15][S:16](Cl)(=[O:18])=[O:17].N1C=CC=CC=1. The catalyst is C(Cl)Cl. The product is [Br:1][C:2]1[CH:3]=[CH:4][C:5]([O:9][CH2:10][CH2:11][N:12]([CH3:14])[CH3:13])=[C:6]([NH:7][S:16]([CH3:15])(=[O:18])=[O:17])[CH:8]=1. The yield is 0.831.